Dataset: Experimentally validated miRNA-target interactions with 360,000+ pairs, plus equal number of negative samples. Task: Binary Classification. Given a miRNA mature sequence and a target amino acid sequence, predict their likelihood of interaction. (1) The miRNA is cfa-miR-208b with sequence AUAAGACGAACAAAAGGUUUGU. The protein sequence of the target gene is MDSEYYSGDQSDDGGATPVQDERDSGSDGEDDVNEQHSGSDTGSVERHSENETSDREDGLPKGHHVTDSENDEPLNLNASDSESEELHRQKDSDSESEERAEPPASDSENEDVNQHGSDSESEETRKLPGSDSENEELLNGHASDSENEDVGKHPASDSEIEELQKSPASDSETEDALKPQISDSESEEPPRHQASDSENEEPPKPRMSDSESEELPKPQVSDSESEEPPRHQASDSENEELPKPRISDSESEDPPRHQASDSENEELPKPRISDSESEDPPRNQASDSENEELPKPRVS.... Result: 0 (no interaction). (2) The miRNA is hsa-miR-450b-3p with sequence UUGGGAUCAUUUUGCAUCCAUA. The protein sequence of the target gene is MEVCYQLPVLPLDRPVPQHVLSRRGAISFSSSSALFGCPNPRQLSQRRGAISYDSSDQTALYIRMLGDVRVRSRAGFESERRGSHPYIDFRIFHSQSEIEVSVSARNIRRLLSFQRYLRSSRFFRGTAVSNSLNILDDDYNGQAKCMLEKVGNWNFDIFLFDRLTNGNSLVSLTFHLFSLHGLIEYFHLDMMKLRRFLVMIQEDYHSQNPYHNAVHAADVTQAMHCYLKEPKLANSVTPWDILLSLIAAATHDLDHPGVNQPFLIKTNHYLATLYKNTSVLENHHWRSAVGLLRESGLFS.... Result: 0 (no interaction). (3) The miRNA is bta-miR-146b with sequence UGAGAACUGAAUUCCAUAGGCUGU. The protein sequence of the target gene is MLLSKFGSLAHLCGPGGVDHLPVKILQPAKADKESFEKVYQVGAVLGSGGFGTVYAGSRIADGLPVAVKHVVKERVTEWGSLGGVAVPLEVVLLRKVGAAGGARGVIRLLDWFERPDGFLLVLERPEPAQDLFDFITERGALDEPLARRFFAQVLAAVRHCHNCGVVHRDIKDENLLVDLRSGELKLIDFGSGAVLKDTVYTDFDGTRVYSPPEWIRYHRYHGRSATVWSLGVLLYDMVCGDIPFEQDEEILRGRLFFRRRVSPECQQLIEWCLSLRPSERPSLDQIAAHPWMLGTEGSV.... Result: 0 (no interaction).